This data is from Catalyst prediction with 721,799 reactions and 888 catalyst types from USPTO. The task is: Predict which catalyst facilitates the given reaction. (1) Reactant: [C:1](=[O:16])([O:12][CH2:13][CH2:14][CH3:15])OC1C=CC([N+]([O-])=O)=CC=1.[NH2:17][C:18](=[NH:48])[C:19]1[CH:47]=[CH:46][C:22]([O:23][CH2:24][CH2:25][CH2:26][CH:27]2[CH2:32][CH2:31][N:30]([CH2:33][CH2:34][CH2:35][O:36][C:37]3[CH:45]=[CH:44][C:40]([C:41]([NH2:43])=[NH:42])=[CH:39][CH:38]=3)[CH2:29][CH2:28]2)=[CH:21][CH:20]=1.C(Cl)(Cl)Cl.[OH2:53]. Product: [NH2:48][C:18](=[N:17][C:1]([O:12][CH2:13][CH2:14][CH3:15])=[O:16])[C:19]1[CH:47]=[CH:46][C:22]([O:23][CH2:24][CH2:25][CH2:26][CH:27]2[CH2:32][CH2:31][N:30]([CH2:33][CH2:34][CH2:35][O:36][C:37]3[CH:38]=[CH:39][C:40]([C:41]([NH2:43])=[N:42][C:1]([O:12][CH2:13][CH2:14][CH3:15])=[O:53])=[CH:44][CH:45]=3)[CH2:29][CH2:28]2)=[CH:21][CH:20]=1. The catalyst class is: 9. (2) Reactant: [N:1]1[CH:6]=[CH:5][CH:4]=[CH:3][C:2]=1[C:7]1([C:11]#N)[CH2:10][CH2:9][CH2:8]1.[OH2:13].CC(O)=[O:16].S(=O)(=O)(O)O. Product: [N:1]1[CH:6]=[CH:5][CH:4]=[CH:3][C:2]=1[C:7]1([C:11]([OH:16])=[O:13])[CH2:10][CH2:9][CH2:8]1. The catalyst class is: 28. (3) Reactant: [NH2:1][C:2]1[CH:3]=[C:4]2[C:20](=[O:21])[NH:19][N:18]=[CH:17][C:6]3=[C:7]([C:11]4[CH:16]=[CH:15][CH:14]=[CH:13][CH:12]=4)[NH:8][C:9]([CH:10]=1)=[C:5]23.[C:22]([O:26][C:27]([NH:29][C:30]1([C:36](O)=[O:37])[CH2:35][CH2:34][CH2:33][CH2:32][CH2:31]1)=[O:28])([CH3:25])([CH3:24])[CH3:23].C(N(CC)CC)C.F[P-](F)(F)(F)(F)F.N1(OC(N(C)C)=[N+](C)C)C2N=CC=CC=2N=N1. Product: [C:22]([O:26][C:27](=[O:28])[NH:29][C:30]1([C:36](=[O:37])[NH:1][C:2]2[CH:3]=[C:4]3[C:20](=[O:21])[NH:19][N:18]=[CH:17][C:6]4=[C:7]([C:11]5[CH:12]=[CH:13][CH:14]=[CH:15][CH:16]=5)[NH:8][C:9]([CH:10]=2)=[C:5]34)[CH2:35][CH2:34][CH2:33][CH2:32][CH2:31]1)([CH3:25])([CH3:23])[CH3:24]. The catalyst class is: 306. (4) Reactant: [C:1]([O:4][C:5]1[C:10]([O:11][CH2:12][C@@H:13]([NH:15][C:16]([O:18][C:19]([CH3:22])([CH3:21])[CH3:20])=[O:17])[CH3:14])=[CH:9][CH:8]=[C:7]([C:23]2[O:24][C:25]3[CH:31]=[C:30]([O:32][CH2:33][CH:34]4[CH2:36][CH2:35]4)[CH:29]=[CH:28][C:26]=3[N:27]=2)[N:6]=1)(=O)C.C1COCC1.[OH-].[Li+].Cl. Product: [CH:34]1([CH2:33][O:32][C:30]2[CH:29]=[CH:28][C:26]3[N:27]=[C:23]([C:7]4[N:6]=[C:5]([O:4][CH3:1])[C:10]([O:11][CH2:12][C@@H:13]([NH:15][C:16](=[O:17])[O:18][C:19]([CH3:20])([CH3:21])[CH3:22])[CH3:14])=[CH:9][CH:8]=4)[O:24][C:25]=3[CH:31]=2)[CH2:35][CH2:36]1. The catalyst class is: 5. (5) Reactant: [CH2:1]([OH:4])[C:2]#[CH:3].[CH:5]([C:9]1[CH:14]=[CH:13][C:12]([N:15]2C(=O)C3[C:18](=[CH:19][CH:20]=[CH:21]C=3)[N:17]=[C:16]2[C:26]2[CH:31]=[CH:30][C:29]([NH:32][C:33](=O)[C:34](F)(F)F)=[C:28](I)[CH:27]=2)=[CH:11][CH:10]=1)([CH2:7][CH3:8])[CH3:6].CN([CH:43]=[O:44])C. Product: [CH:5]([C:9]1[CH:10]=[CH:11][C:12]([N:15]2[C:1](=[O:4])[C:2]3[C:18](=[CH:19][CH:20]=[CH:21][CH:3]=3)[N:17]=[C:16]2[C:26]2[CH:27]=[C:28]3[C:29](=[CH:30][CH:31]=2)[NH:32][C:33]([CH2:43][OH:44])=[CH:34]3)=[CH:13][CH:14]=1)([CH2:7][CH3:8])[CH3:6]. The catalyst class is: 235. (6) Reactant: [CH3:1][C:2]1[CH:10]=[CH:9][C:5]([C:6](O)=[O:7])=[CH:4][C:3]=1[C:11]#[C:12][C:13]1[CH:14]=[N:15][C:16]2[C:21]([CH:22]=1)=[CH:20][CH:19]=[CH:18][CH:17]=2.COC1C=CC(P2(SP(C3C=CC(OC)=CC=3)(=S)S2)=[S:32])=CC=1. Product: [CH3:1][C:2]1[CH:10]=[CH:9][C:5]([C:6]([OH:7])=[S:32])=[CH:4][C:3]=1[C:11]#[C:12][C:13]1[CH:14]=[N:15][C:16]2[C:21]([CH:22]=1)=[CH:20][CH:19]=[CH:18][CH:17]=2. The catalyst class is: 1.